Dataset: Catalyst prediction with 721,799 reactions and 888 catalyst types from USPTO. Task: Predict which catalyst facilitates the given reaction. (1) Reactant: [C:1]([N:8]1[CH2:12][CH2:11][C@H:10]([OH:13])[CH2:9]1)([O:3][C:4]([CH3:7])([CH3:6])[CH3:5])=[O:2].[C:14]1([CH3:24])[CH:19]=[CH:18][C:17]([S:20](Cl)(=[O:22])=[O:21])=[CH:16][CH:15]=1. Product: [C:4]([O:3][C:1]([N:8]1[CH2:12][CH2:11][C@H:10]([O:13][S:20]([C:17]2[CH:18]=[CH:19][C:14]([CH3:24])=[CH:15][CH:16]=2)(=[O:22])=[O:21])[CH2:9]1)=[O:2])([CH3:7])([CH3:6])[CH3:5]. The catalyst class is: 79. (2) Reactant: [Cl:1][C:2]1[CH:3]=[C:4](/[C:12](=[N:16]\[O:17][CH2:18][CH:19]([CH3:21])[CH3:20])/[C:13]([OH:15])=O)[CH:5]=[CH:6][C:7]=1[S:8]([CH3:11])(=[O:10])=[O:9].[NH2:22][C:23]1[S:24][C:25]2[CH:31]=[CH:30][CH:29]=[CH:28][C:26]=2[N:27]=1.C(N(CC)C(C)C)(C)C. Product: [S:24]1[C:25]2[CH:31]=[CH:30][CH:29]=[CH:28][C:26]=2[N:27]=[C:23]1[NH:22][C:13](=[O:15])/[C:12](/[C:4]1[CH:5]=[CH:6][C:7]([S:8]([CH3:11])(=[O:9])=[O:10])=[C:2]([Cl:1])[CH:3]=1)=[N:16]/[O:17][CH2:18][CH:19]([CH3:21])[CH3:20]. The catalyst class is: 2. (3) Reactant: [CH2:1]([N:3]1[CH2:8][CH2:7][CH2:6][C@@H:5]([O:9][C:10]2[C:18]3[C:17]4[CH:19]=[C:20]([C:23]#[N:24])[N:21]=[CH:22][C:16]=4[N:15](COCC[Si](C)(C)C)[C:14]=3[N:13]=[CH:12][CH:11]=2)[CH2:4]1)[CH3:2].Br.[OH-].[Na+].Cl. Product: [CH2:1]([N:3]1[CH2:8][CH2:7][CH2:6][C@@H:5]([O:9][C:10]2[C:18]3[C:17]4[CH:19]=[C:20]([C:23]#[N:24])[N:21]=[CH:22][C:16]=4[NH:15][C:14]=3[N:13]=[CH:12][CH:11]=2)[CH2:4]1)[CH3:2]. The catalyst class is: 12. (4) Reactant: [CH2:1]([C:8]1[CH:13]=[CH:12][N:11]=[CH:10][CH:9]=1)[C:2]1[CH:7]=[CH:6][CH:5]=[CH:4][CH:3]=1.[CH3:14][C:15]1[CH:20]=[C:19]([CH3:21])[CH:18]=[C:17]([CH3:22])[C:16]=1[S:23]([O:26][NH2:27])(=[O:25])=[O:24]. Product: [CH3:22][C:17]1[CH:18]=[C:19]([CH3:21])[CH:20]=[C:15]([CH3:14])[C:16]=1[S:23]([O-:26])(=[O:25])=[O:24].[CH2:1]([C:8]1[CH:13]=[CH:12][N:11]([NH3+:27])[CH2:10][CH:9]=1)[C:2]1[CH:3]=[CH:4][CH:5]=[CH:6][CH:7]=1. The catalyst class is: 2.